From a dataset of Full USPTO retrosynthesis dataset with 1.9M reactions from patents (1976-2016). Predict the reactants needed to synthesize the given product. (1) Given the product [O:1]=[CH:2][CH2:3][C@H:4]1[CH2:15][CH2:14][C:13]2[S:12][C:11]3[N:10]=[CH:9][N:8]=[C:7]([NH:16][CH:17]4[CH2:18][CH2:19][CH:20]([NH:23][C:24](=[O:30])[O:25][C:26]([CH3:28])([CH3:27])[CH3:29])[CH2:21][CH2:22]4)[C:6]=3[C:5]1=2, predict the reactants needed to synthesize it. The reactants are: [OH:1][CH2:2][CH2:3][C@H:4]1[CH2:15][CH2:14][C:13]2[S:12][C:11]3[N:10]=[CH:9][N:8]=[C:7]([NH:16][CH:17]4[CH2:22][CH2:21][CH:20]([NH:23][C:24](=[O:30])[O:25][C:26]([CH3:29])([CH3:28])[CH3:27])[CH2:19][CH2:18]4)[C:6]=3[C:5]1=2.CC(OI1(OC(C)=O)(OC(C)=O)OC(=O)C2C=CC=CC1=2)=O. (2) Given the product [F:11][C:8]1[CH:9]=[CH:10][C:5]([C:3](=[O:4])[CH2:2][O:28][C:26]([C:23]2([OH:29])[CH2:22][CH2:21][N:20]([C:18]([O:17][C:13]([CH3:15])([CH3:14])[CH3:16])=[O:19])[CH2:25][CH2:24]2)=[O:27])=[CH:6][C:7]=1[CH3:12], predict the reactants needed to synthesize it. The reactants are: Br[CH2:2][C:3]([C:5]1[CH:10]=[CH:9][C:8]([F:11])=[C:7]([CH3:12])[CH:6]=1)=[O:4].[C:13]([O:17][C:18]([N:20]1[CH2:25][CH2:24][C:23]([OH:29])([C:26]([OH:28])=[O:27])[CH2:22][CH2:21]1)=[O:19])([CH3:16])([CH3:15])[CH3:14].C(N(CC)CC)C. (3) Given the product [F:1][C:2]1[CH:3]=[CH:4][CH:5]=[C:6]2[C:10]=1[N:9]([CH2:42][CH:43]1[CH2:48][CH2:47][NH:46][CH2:45][CH2:44]1)[C:8](=[O:11])[C:7]12[C:15]2=[CH:16][C:17]3[O:21][CH2:20][O:19][C:18]=3[CH:22]=[C:14]2[O:13][CH2:12]1, predict the reactants needed to synthesize it. The reactants are: [F:1][C:2]1[CH:3]=[CH:4][CH:5]=[C:6]2[C:10]=1[NH:9][C:8](=[O:11])[C:7]12[C:15]2=[CH:16][C:17]3[O:21][CH2:20][O:19][C:18]=3[CH:22]=[C:14]2[O:13][CH2:12]1.CC1(C)COC2=CC3OCC4(C=3C=C12)C1C(=CC=CC=1)N([CH2:42][CH:43]1[CH2:48][CH2:47][NH:46][CH2:45][CH2:44]1)C4. (4) The reactants are: [Cl:1][C:2]1[CH:28]=[CH:27][C:5]([CH2:6][N:7]2[C:15]3[C:10](=[CH:11][CH:12]=[CH:13][CH:14]=3)[CH:9]=[C:8]2[C:16]([N:18]2[CH2:23][CH2:22][CH:21]([C:24]([OH:26])=O)[CH2:20][CH2:19]2)=[O:17])=[CH:4][CH:3]=1.C(N=C=NCCCN(C)C)C.ON1C2C=CC=CC=2N=N1.C(N(CC)C(C)C)(C)C.[N:59]1[CH:64]=[CH:63][C:62]([CH2:65][NH2:66])=[CH:61][CH:60]=1. Given the product [Cl:1][C:2]1[CH:3]=[CH:4][C:5]([CH2:6][N:7]2[C:15]3[C:10](=[CH:11][CH:12]=[CH:13][CH:14]=3)[CH:9]=[C:8]2[C:16]([N:18]2[CH2:19][CH2:20][CH:21]([C:24]([NH:66][CH2:65][C:62]3[CH:63]=[CH:64][N:59]=[CH:60][CH:61]=3)=[O:26])[CH2:22][CH2:23]2)=[O:17])=[CH:27][CH:28]=1, predict the reactants needed to synthesize it. (5) Given the product [Cl:1][C:2]1[C:11]2[C:6](=[C:7]([CH3:12])[CH:8]=[CH:9][CH:10]=2)[C:5]([C:13]([N:22]2[CH2:23][CH2:24][C:19]3([CH2:16][O:17][CH2:18]3)[CH2:20][CH2:21]2)=[O:15])=[CH:4][N:3]=1, predict the reactants needed to synthesize it. The reactants are: [Cl:1][C:2]1[C:11]2[C:6](=[C:7]([CH3:12])[CH:8]=[CH:9][CH:10]=2)[C:5]([C:13]([OH:15])=O)=[CH:4][N:3]=1.[CH2:16]1[C:19]2([CH2:24][CH2:23][NH:22][CH2:21][CH2:20]2)[CH2:18][O:17]1. (6) Given the product [CH3:1][O:2][C:3]([C:5]1[N:9]([CH2:21][C:20]2[CH:19]=[CH:18][C:17]([C:16]([F:15])([F:25])[F:26])=[CH:24][CH:23]=2)[C:8]2[C:10]([Br:14])=[C:11]([CH3:13])[S:12][C:7]=2[CH:6]=1)=[O:4], predict the reactants needed to synthesize it. The reactants are: [CH3:1][O:2][C:3]([C:5]1[NH:9][C:8]2[C:10]([Br:14])=[C:11]([CH3:13])[S:12][C:7]=2[CH:6]=1)=[O:4].[F:15][C:16]([F:26])([F:25])[C:17]1[CH:24]=[CH:23][C:20]([CH2:21]Br)=[CH:19][CH:18]=1.C([O-])([O-])=O.[Cs+].[Cs+].